From a dataset of Forward reaction prediction with 1.9M reactions from USPTO patents (1976-2016). Predict the product of the given reaction. (1) Given the reactants C(Cl)(=O)C.CO.C(OC(=O)[NH:13][C:14]([CH3:44])([CH3:43])[C:15]([N:17]1[CH2:22][CH2:21][N:20]([C:23]2[CH:24]=[N:25][C:26]3[C:31]([CH:32]=2)=[N:30][C:29]([C:33]2[CH:34]=[CH:35][C:36]4[O:40][C:39]([NH2:41])=[N:38][C:37]=4[CH:42]=2)=[CH:28][CH:27]=3)[CH2:19][CH2:18]1)=[O:16])(C)(C)C.C([O-])([O-])=O.[Na+].[Na+], predict the reaction product. The product is: [NH2:13][C:14]([CH3:44])([CH3:43])[C:15]([N:17]1[CH2:22][CH2:21][N:20]([C:23]2[CH:24]=[N:25][C:26]3[C:31]([CH:32]=2)=[N:30][C:29]([C:33]2[CH:34]=[CH:35][C:36]4[O:40][C:39]([NH2:41])=[N:38][C:37]=4[CH:42]=2)=[CH:28][CH:27]=3)[CH2:19][CH2:18]1)=[O:16]. (2) The product is: [CH3:1][O:2][CH2:3][CH:4]([N:6]1[CH2:11][CH2:10][N:9]2[N:12]=[C:13]([NH2:15])[CH:14]=[C:8]2[CH2:7]1)[CH3:5]. Given the reactants [CH3:1][O:2][CH2:3][CH:4]([N:6]1[CH2:11][CH2:10][N:9]2[N:12]=[C:13]([N+:15]([O-])=O)[CH:14]=[C:8]2[CH2:7]1)[CH3:5].[H][H], predict the reaction product. (3) The product is: [Cl:1][C:2]1[C:3]([C:15]([NH2:17])=[O:16])=[N:4][N:5]([C:8]2[CH:13]=[C:12]([C:27]#[C:26][C@@:24]([OH:28])([C:21]3[CH:20]=[C:19]([CH3:18])[O:23][N:22]=3)[CH3:25])[CH:11]=[CH:10][N:9]=2)[C:6]=1[CH3:7]. Given the reactants [Cl:1][C:2]1[C:3]([C:15]([NH2:17])=[O:16])=[N:4][N:5]([C:8]2[CH:13]=[C:12](I)[CH:11]=[CH:10][N:9]=2)[C:6]=1[CH3:7].[CH3:18][C:19]1[O:23][N:22]=[C:21]([C@:24]([OH:28])([C:26]#[CH:27])[CH3:25])[CH:20]=1, predict the reaction product. (4) Given the reactants [CH2:1]([N:3]([CH2:14][CH3:15])[C:4]1[C:12]([CH3:13])=[CH:11][C:7]([C:8]([OH:10])=O)=[CH:6][N:5]=1)[CH3:2].CCN(C(C)C)C(C)C.CN(C=O)C.[CH2:30]([O:37][C:38]1[C:47]([CH3:48])=[CH:46][C:41]([C:42]([NH:44][NH2:45])=O)=[CH:40][C:39]=1[CH2:49]C)[C:31]1[CH:36]=[CH:35][CH:34]=[CH:33][CH:32]=1.N1C=CC=CC=1.FC(F)(F)S(OS(C(F)(F)F)(=O)=O)(=O)=O, predict the reaction product. The product is: [CH2:30]([O:37][C:38]1[C:39]([CH3:49])=[CH:40][C:41]([C:42]2[O:10][C:8]([C:7]3[CH:11]=[C:12]([CH3:13])[C:4]([N:3]([CH2:1][CH3:2])[CH2:14][CH3:15])=[N:5][CH:6]=3)=[N:45][N:44]=2)=[CH:46][C:47]=1[CH3:48])[C:31]1[CH:32]=[CH:33][CH:34]=[CH:35][CH:36]=1. (5) Given the reactants [CH3:1][O:2][C:3](=[O:18])[CH2:4][N:5]1[C:9](=[O:10])[NH:8][C:7]([C:11]2[CH:16]=[CH:15][C:14]([Cl:17])=[CH:13][CH:12]=2)=[N:6]1.C(=O)([O-])[O-].[Cs+].[Cs+].Br[CH2:26][C:27]1[CH:28]=[C:29]([CH:34]=[CH:35][CH:36]=1)[C:30]([O:32][CH3:33])=[O:31], predict the reaction product. The product is: [Cl:17][C:14]1[CH:15]=[CH:16][C:11]([C:7]2[N:8]([CH2:26][C:27]3[CH:28]=[C:29]([C:30]([O:32][CH3:33])=[O:31])[CH:34]=[CH:35][CH:36]=3)[C:9](=[O:10])[N:5]([CH2:4][C:3]([O:2][CH3:1])=[O:18])[N:6]=2)=[CH:12][CH:13]=1. (6) Given the reactants Br[C:2]1[CH:11]=[N:10][C:5]2[O:6][CH2:7][CH2:8][NH:9][C:4]=2[CH:3]=1.O.[CH3:13][N:14]1CCCC1=O, predict the reaction product. The product is: [NH:9]1[CH2:8][CH2:7][O:6][C:5]2[N:10]=[CH:11][C:2]([C:13]#[N:14])=[CH:3][C:4]1=2.